Dataset: Full USPTO retrosynthesis dataset with 1.9M reactions from patents (1976-2016). Task: Predict the reactants needed to synthesize the given product. (1) The reactants are: FC(F)(F)C(O)=O.[C:8]([C:10]1[CH:11]=[C:12]([C:20]2[O:24][N:23]=[C:22]([C:25]3[CH:26]=[CH:27][CH:28]=[C:29]4[C:33]=3[NH:32][CH:31]=[C:30]4[CH2:34][CH2:35][C:36]([O:38]C(C)(C)C)=[O:37])[N:21]=2)[CH:13]=[CH:14][C:15]=1[O:16][CH:17]([CH3:19])[CH3:18])#[N:9]. Given the product [C:8]([C:10]1[CH:11]=[C:12]([C:20]2[O:24][N:23]=[C:22]([C:25]3[CH:26]=[CH:27][CH:28]=[C:29]4[C:33]=3[NH:32][CH:31]=[C:30]4[CH2:34][CH2:35][C:36]([OH:38])=[O:37])[N:21]=2)[CH:13]=[CH:14][C:15]=1[O:16][CH:17]([CH3:19])[CH3:18])#[N:9], predict the reactants needed to synthesize it. (2) Given the product [CH3:47][O:48][C:49](=[O:61])[C:50]1[CH:55]=[CH:54][CH:53]=[CH:52][C:51]=1[CH:56]1[CH2:60][CH2:59][N:58]([C:44]([C:27]2[N:28]=[C:29]3[C:34]([C:35]([F:38])([F:37])[F:36])=[CH:33][C:32]([C:39]4[CH:43]=[CH:42][O:41][CH:40]=4)=[CH:31][N:30]3[C:26]=2[Cl:25])=[O:45])[CH2:57]1, predict the reactants needed to synthesize it. The reactants are: CN(C(ON1N=NC2C=CC=NC1=2)=[N+](C)C)C.F[P-](F)(F)(F)(F)F.[Cl:25][C:26]1[N:30]2[CH:31]=[C:32]([C:39]3[CH:43]=[CH:42][O:41][CH:40]=3)[CH:33]=[C:34]([C:35]([F:38])([F:37])[F:36])[C:29]2=[N:28][C:27]=1[C:44](O)=[O:45].[CH3:47][O:48][C:49](=[O:61])[C:50]1[CH:55]=[CH:54][CH:53]=[CH:52][C:51]=1[CH:56]1[CH2:60][CH2:59][NH:58][CH2:57]1. (3) Given the product [F:2][C:3]1[CH:24]=[CH:23][C:6]2[C:7]([NH:16][C@@H:17]3[CH2:22][CH2:21][CH2:20][N:19]([C:59](=[O:60])[CH2:58][C:56]#[N:57])[CH2:18]3)=[N:8][C:9]3[CH:10]=[CH:11][NH:12][C:13](=[O:15])[C:14]=3[C:5]=2[CH:4]=1, predict the reactants needed to synthesize it. The reactants are: [Cl-].[F:2][C:3]1[CH:24]=[CH:23][C:6]2[C:7]([NH:16][C@@H:17]3[CH2:22][CH2:21][CH2:20][NH2+:19][CH2:18]3)=[N:8][C:9]3[CH:10]=[CH:11][NH:12][C:13](=[O:15])[C:14]=3[C:5]=2[CH:4]=1.C(N(CC)CC)C.CN(C(ON1N=NC2C=CC=NC1=2)=[N+](C)C)C.F[P-](F)(F)(F)(F)F.[C:56]([CH2:58][C:59](O)=[O:60])#[N:57]. (4) The reactants are: [C:1]([O:5][C:6]([N:8]1[CH2:13][CH2:12][N:11]([C:14]2[CH:22]=[CH:21][CH:20]=[C:19]3[C:15]=2[CH:16]=[N:17][NH:18]3)[CH2:10][CH2:9]1)=[O:7])([CH3:4])([CH3:3])[CH3:2].[OH-].[K+].[I:25]I. Given the product [C:1]([O:5][C:6]([N:8]1[CH2:9][CH2:10][N:11]([C:14]2[CH:22]=[CH:21][CH:20]=[C:19]3[C:15]=2[C:16]([I:25])=[N:17][NH:18]3)[CH2:12][CH2:13]1)=[O:7])([CH3:4])([CH3:2])[CH3:3], predict the reactants needed to synthesize it. (5) Given the product [C:1]([O:5][C:6](=[O:24])[NH:7][CH2:8][C@@H:9]1[O:14][CH2:13][CH2:12][N:11]([C:15]2[CH:20]=[CH:19][CH:18]=[C:17]([CH:21]([NH:23][C:31](=[O:32])[CH:30]=[CH:29][C:28]3[CH:34]=[CH:35][C:36]([F:37])=[C:26]([F:25])[CH:27]=3)[CH3:22])[CH:16]=2)[CH2:10]1)([CH3:2])([CH3:4])[CH3:3], predict the reactants needed to synthesize it. The reactants are: [C:1]([O:5][C:6](=[O:24])[NH:7][CH2:8][C@@H:9]1[O:14][CH2:13][CH2:12][N:11]([C:15]2[CH:20]=[CH:19][CH:18]=[C:17]([CH:21]([NH2:23])[CH3:22])[CH:16]=2)[CH2:10]1)([CH3:4])([CH3:3])[CH3:2].[F:25][C:26]1[CH:27]=[C:28]([CH:34]=[CH:35][C:36]=1[F:37])[CH:29]=[CH:30][C:31](O)=[O:32].C(Cl)CCl.C(N(CC)CC)C.